Dataset: Drug-target binding data from BindingDB using IC50 measurements. Task: Regression. Given a target protein amino acid sequence and a drug SMILES string, predict the binding affinity score between them. We predict pIC50 (pIC50 = -log10(IC50 in M); higher means more potent). Dataset: bindingdb_ic50. (1) The compound is O=C1Nc2ccc(N3CCN(c4cccc(C(F)(F)F)c4)CC3)cc2C1=O. The target protein (P9WIB9) has sequence MLTRPREIYLATAVSIGILLSLIAPLGPPLARADGTSQLAELVDAAAERLEVADPVAAFKWRAQLPIEDSGRVEQQLAKLGEDARSQHIDPDYVTRVFDDQIRATEAIEYSRFSDWKLNPASAPPEPPDLSASRSAIDSLNNRMLSQIWSHWSLLSAPSCAAQLDRAKRDIVRSRHLDSLYQRALTTATQSYCQALPPA. The pIC50 is 4.2. (2) The drug is CC(C)C[C@@H]1NC(=O)CNC(=O)[C@H](CC(C)C)NC(=O)[C@H](CO)NC(=O)[C@H](CCCCN)NC(=O)[C@@H]2CSSC[C@@H](C(=O)N[C@H](C(N)=O)C(C)C)NC(=O)[C@H](C)NC(=O)[C@@H]3CSSC[C@H](NC(=O)[C@H](Cc4ccccc4)NC(=O)[C@H](Cc4cnc[nH]4)NC(=O)[C@H](CC(C)C)NC(=O)[C@H](CC(N)=O)NC(=O)CCSSC[C@H](NC(=O)[C@H](CCCN=C(N)N)NC(=O)CNC(=O)[C@H](CC(C)C)NC1=O)C(=O)N[C@@H](C)C(=O)N1CCC[C@@H]1C(=O)N[C@@H]([C@@H](C)O)C(=O)N[C@@H](Cc1ccc(OCC4CCCCC4)cc1)C(=O)N3)C(=O)N[C@@H](CCC(N)=O)C(=O)N[C@@H](CC(C)C)C(=O)N[C@@H](CCCN=C(N)N)C(=O)N2. The target protein (P19550) has sequence MRVKGIRKNYQHLWRGGTLLLGMLMICSAVEKLWVTVYYGVPVWKEATTTLFCASDAKAYDTEVHNVWATHACVPTDPNPQEIVLENVTENFNMWKNNMVEQMHEDIISLWDQSLKPCVKLTPLCVTLHCTNLKNATNTKSSNWKEMDRGEIKNCSFKVTTSIRNKMQKEYALFYKLDVVPIDNDNTSYKLINCNTSVITQACPKVSFEPIPIHYCAPAGFAILKCNDKKFNGSGPCTNVSTVQCTHGIRPVVSTQLLLNGSLAEEGVVIRSENFTDNAKTIIVQLKESVEINCTRPNNNTRKSITIGPGRAFYATGDIIGDIRQAHCNISGEKWNNTLKQIVTKLQAQFGNKTIVFKQSSGGDPEIVMHSFNCGGEFFYCNSTQLFNSTWNNTIGPNNTNGTITLPCRIKQIINRWQEVGKAMYAPPIRGQIRCSSNITGLLLTRDGGKEISNTTEIFRPGGGDMRDNWRSELYKYKVVKIEPLGVAPTKAKRRVVQRE.... The pIC50 is 9.3. (3) The drug is O=C1NCCC(O)c2ccccc21. The target protein sequence is MQSWGTIICIRILLRFLLLWVLIGNSHTEEDIIITTKNGKVRGMNLPVLGGTVTAFLGIPYAQPPLGRLRFKKPQSLTKWSNIWNATKYANSCYQNTDQSFPGFLGSEMWNPNTELSEDCLYLNVWIPAPKPKNATVMIWIYGGGFQTGTSSLPVYDGKFLARVERVIVVSMNYRVGALGFLALSENPEAPGNMGLFDQQLALQWVQKNIAAFGGNPRSVTLFGESAGAASVSLHLLSPRSQPLFTRAILQSGSSNAPWAVTSLYEARNRTLTLAKRMGCSRDNETEMIKCLRDKDPQEILLNEVFVVPYDTLLSVNFGPTVDGDFLTDMPDTLLQLGQFKRTQILVGVNKDEGTAFLVYGAPGFSKDNNSIITRKEFQEGLKIFFPRVSEFGRESILFHYMDWLDDQRAENYREALDDVVGDYNIICPALEFTKKFSELGNDAFFYYFEHRSTKLPWPEWMGVMHGYEIEFVFGLPLERRVNYTKAEEILSRSIMKRWA.... The pIC50 is 3.6.